Predict the product of the given reaction. From a dataset of Forward reaction prediction with 1.9M reactions from USPTO patents (1976-2016). (1) Given the reactants [OH:1][C:2]1[CH:12]=[CH:11][C:5]([CH:6]([OH:10])[C:7]([OH:9])=O)=[CH:4][C:3]=1[O:13][CH3:14].[CH2:15]([NH2:22])[CH2:16][CH2:17][CH2:18][CH2:19][CH2:20][CH3:21].CCCC(NC(=O)C(O)C1C=CC(O)=C(OC)C=1)CCC, predict the reaction product. The product is: [CH2:15]([NH:22][C:7](=[O:9])[CH:6]([OH:10])[C:5]1[CH:11]=[CH:12][C:2]([OH:1])=[C:3]([O:13][CH3:14])[CH:4]=1)[CH2:16][CH2:17][CH2:18][CH2:19][CH2:20][CH3:21]. (2) Given the reactants C[Si](C)(C)[N-][Si](C)(C)C.[Na+].[F:11][C:12]1[CH:13]=[C:14]([CH:29]2[CH2:32][N:31]([C:33]([O:35][C:36]([CH3:39])([CH3:38])[CH3:37])=[O:34])[CH2:30]2)[CH:15]=[CH:16][C:17]=1[NH:18][C:19]1[N:24]=[CH:23][C:22]2[N:25]=[CH:26][N:27]([CH3:28])[C:21]=2[CH:20]=1.I[CH3:41], predict the reaction product. The product is: [F:11][C:12]1[CH:13]=[C:14]([CH:29]2[CH2:30][N:31]([C:33]([O:35][C:36]([CH3:39])([CH3:38])[CH3:37])=[O:34])[CH2:32]2)[CH:15]=[CH:16][C:17]=1[N:18]([CH3:41])[C:19]1[N:24]=[CH:23][C:22]2[N:25]=[CH:26][N:27]([CH3:28])[C:21]=2[CH:20]=1. (3) Given the reactants [CH3:1][O:2][C:3](=[O:20])[CH2:4][N:5]1[C:13](=[O:14])[C:12]2[C:7](=[CH:8][C:9]([N+:16]([O-:18])=[O:17])=[C:10]([O-:15])[CH:11]=2)[C:6]1=[O:19].[K+].S(OC)(O[CH3:26])(=O)=O, predict the reaction product. The product is: [CH3:26][O:15][C:10]1[CH:11]=[C:12]2[C:7](=[CH:8][C:9]=1[N+:16]([O-:18])=[O:17])[C:6](=[O:19])[N:5]([CH2:4][C:3]([O:2][CH3:1])=[O:20])[C:13]2=[O:14]. (4) Given the reactants [SH:1][C:2]1[CH:10]=[CH:9][C:5]([C:6]([OH:8])=O)=[CH:4][N:3]=1.Cl.[CH3:12][C@@H:13]([NH2:18])[C:14]([F:17])([F:16])[F:15].CCOC1N(C(OCC)=O)C2C(=CC=CC=2)C=C1.C(N(CC)CC)C, predict the reaction product. The product is: [SH:1][C:2]1[CH:10]=[CH:9][C:5]([C:6]([NH:18][C@H:13]([CH3:12])[C:14]([F:17])([F:16])[F:15])=[O:8])=[CH:4][N:3]=1.